From a dataset of Reaction yield outcomes from USPTO patents with 853,638 reactions. Predict the reaction yield, written as a fraction of the theoretical maximum amount of product (1.0 means a 100% yield; for example, 0.34 means a 34% yield). The product is [CH3:11][C@H:12]1[N:17]([C:2]2[CH:7]=[N:6][C:5]([N+:8]([O-:10])=[O:9])=[CH:4][CH:3]=2)[CH2:16][CH2:15][N:14]([C:18]([O:20][C:21]([CH3:22])([CH3:24])[CH3:23])=[O:19])[CH2:13]1. The catalyst is O1CCOCC1. The reactants are Br[C:2]1[CH:3]=[CH:4][C:5]([N+:8]([O-:10])=[O:9])=[N:6][CH:7]=1.[CH3:11][C@H:12]1[NH:17][CH2:16][CH2:15][N:14]([C:18]([O:20][C:21]([CH3:24])([CH3:23])[CH3:22])=[O:19])[CH2:13]1.C(=O)([O-])[O-].[Cs+].[Cs+].CC1(C)C2C(=C(P(C3C=CC=CC=3)C3C=CC=CC=3)C=CC=2)OC2C(P(C3C=CC=CC=3)C3C=CC=CC=3)=CC=CC1=2. The yield is 0.440.